Dataset: Full USPTO retrosynthesis dataset with 1.9M reactions from patents (1976-2016). Task: Predict the reactants needed to synthesize the given product. (1) Given the product [CH:42]1([C:39]2[N:40]=[CH:41][C:36]([O:35][C@H:33]3[CH2:32][N:29]4[CH2:30][CH2:31][N:26]([C:24](=[O:25])[CH:23]([NH:22][C:3](=[O:4])[CH:2]([F:6])[F:1])[C:45]5[CH:50]=[CH:49][CH:48]=[C:47]([C:51]([F:54])([F:53])[F:52])[CH:46]=5)[CH2:27][C@@H:28]4[CH2:34]3)=[N:37][CH:38]=2)[CH2:43][CH2:44]1.[F:1][C:2]([F:52])([F:6])[C:3]([OH:5])=[O:4], predict the reactants needed to synthesize it. The reactants are: [F:1][CH:2]([F:6])[C:3]([OH:5])=[O:4].ClC(OCC(C)C)=O.C(N(CC)CC)C.[NH2:22][CH:23]([C:45]1[CH:50]=[CH:49][CH:48]=[C:47]([C:51]([F:54])([F:53])[F:52])[CH:46]=1)[C:24]([N:26]1[CH2:31][CH2:30][N:29]2[CH2:32][C@H:33]([O:35][C:36]3[CH:41]=[N:40][C:39]([CH:42]4[CH2:44][CH2:43]4)=[CH:38][N:37]=3)[CH2:34][C@H:28]2[CH2:27]1)=[O:25]. (2) Given the product [C:35]([O:39][C:40]([N:42]1[CH2:47][CH2:46][CH:45]([N:48]([C:8]([C:5]2[CH:6]=[N:7][C:2]([Cl:1])=[N:3][CH:4]=2)=[O:10])[CH:49]2[CH2:50][CH2:51]2)[CH2:44][CH2:43]1)=[O:41])([CH3:38])([CH3:36])[CH3:37], predict the reactants needed to synthesize it. The reactants are: [Cl:1][C:2]1[N:7]=[CH:6][C:5]([C:8]([OH:10])=O)=[CH:4][N:3]=1.F[P-](F)(F)(F)(F)F.ClC(N(C)C)=[N+](C)C.C(N(C(C)C)C(C)C)C.[C:35]([O:39][C:40]([N:42]1[CH2:47][CH2:46][CH:45]([NH:48][CH:49]2[CH2:51][CH2:50]2)[CH2:44][CH2:43]1)=[O:41])([CH3:38])([CH3:37])[CH3:36]. (3) The reactants are: [CH3:1][C:2]([CH3:8])([CH3:7])[CH:3]([OH:6])[C:4]#[CH:5].C(=O)([O-])[O-].[K+].[K+].[CH2:15]([O:22][CH2:23][CH2:24][CH2:25][C@H:26]([C:35]1[C:39]([I:40])=[C:38]([C:41](Cl)=[N:42][OH:43])[O:37][N:36]=1)[CH2:27][C:28]([O:30][C:31]([CH3:34])([CH3:33])[CH3:32])=[O:29])[C:16]1[CH:21]=[CH:20][CH:19]=[CH:18][CH:17]=1. Given the product [CH2:15]([O:22][CH2:23][CH2:24][CH2:25][C@H:26]([C:35]1[C:39]([I:40])=[C:38]([C:41]2[CH:5]=[C:4]([CH:3]([OH:6])[C:2]([CH3:8])([CH3:7])[CH3:1])[O:43][N:42]=2)[O:37][N:36]=1)[CH2:27][C:28]([O:30][C:31]([CH3:34])([CH3:33])[CH3:32])=[O:29])[C:16]1[CH:17]=[CH:18][CH:19]=[CH:20][CH:21]=1, predict the reactants needed to synthesize it. (4) Given the product [Cl:1][C:2]1[CH:31]=[CH:30][C:5]2[N:6]=[C:7]([C:9]3[C:10]([F:29])=[CH:11][C:12]([F:28])=[C:13]([C@:15]4([CH3:27])[C:21]([F:23])([F:22])[C:20]([CH3:25])([CH3:24])[O:19][CH2:18][C:17](=[S:41])[NH:16]4)[CH:14]=3)[O:8][C:4]=2[CH:3]=1, predict the reactants needed to synthesize it. The reactants are: [Cl:1][C:2]1[CH:31]=[CH:30][C:5]2[N:6]=[C:7]([C:9]3[C:10]([F:29])=[CH:11][C:12]([F:28])=[C:13]([C@:15]4([CH3:27])[C:21]([F:23])([F:22])[C:20]([CH3:25])([CH3:24])[O:19][CH2:18][C:17](=O)[NH:16]4)[CH:14]=3)[O:8][C:4]=2[CH:3]=1.COC1C=CC(P2(SP(C3C=CC(OC)=CC=3)(=S)S2)=[S:41])=CC=1. (5) Given the product [Br:18][C:19]1[CH:20]=[C:21]([NH:22][C:2]2[C:7]3[S:8][C:9]4[C:14]([N+:15]([O-:17])=[O:16])=[CH:13][CH:12]=[CH:11][C:10]=4[C:6]=3[N:5]=[CH:4][N:3]=2)[CH:23]=[CH:24][CH:25]=1, predict the reactants needed to synthesize it. The reactants are: Cl[C:2]1[C:7]2[S:8][C:9]3[C:14]([N+:15]([O-:17])=[O:16])=[CH:13][CH:12]=[CH:11][C:10]=3[C:6]=2[N:5]=[CH:4][N:3]=1.[Br:18][C:19]1[CH:20]=[C:21]([CH:23]=[CH:24][CH:25]=1)[NH2:22].Cl.BrC1C=C(C=CC=1)N.